Dataset: Peptide-MHC class I binding affinity with 185,985 pairs from IEDB/IMGT. Task: Regression. Given a peptide amino acid sequence and an MHC pseudo amino acid sequence, predict their binding affinity value. This is MHC class I binding data. (1) The peptide sequence is IVTDSQYAL. The MHC is HLA-A03:01 with pseudo-sequence HLA-A03:01. The binding affinity (normalized) is 0. (2) The peptide sequence is IRKVEWPDL. The MHC is HLA-A26:01 with pseudo-sequence HLA-A26:01. The binding affinity (normalized) is 0.0847. (3) The peptide sequence is IYQEPFKNLK. The MHC is HLA-B44:02 with pseudo-sequence HLA-B44:02. The binding affinity (normalized) is 0.